This data is from Reaction yield outcomes from USPTO patents with 853,638 reactions. The task is: Predict the reaction yield, written as a fraction of the theoretical maximum amount of product (1.0 means a 100% yield; for example, 0.34 means a 34% yield). (1) The product is [CH3:1][O:2][C:3](=[O:25])[CH:4]([O:6][C:7]1[CH:12]=[CH:11][C:10]([NH:13][C:14](=[O:24])[CH2:15][OH:16])=[CH:9][CH:8]=1)[CH3:5]. The catalyst is CO.[Pd]. The reactants are [CH3:1][O:2][C:3](=[O:25])[CH:4]([O:6][C:7]1[CH:12]=[CH:11][C:10]([NH:13][C:14](=[O:24])[CH2:15][O:16]CC2C=CC=CC=2)=[CH:9][CH:8]=1)[CH3:5]. The yield is 0.363. (2) The catalyst is COCCO. The yield is 0.630. The product is [CH3:18][O:19][CH2:20][CH2:21][O:22][C@@H:6]1[C@H:7]([OH:12])[C@@H:8]([CH2:10][OH:11])[O:9][C@H:5]1[N:4]1[CH:3]=[C:2]([CH3:1])[C:16](=[O:17])[NH:15][C:14]1=[O:13]. The reactants are [CH3:1][C:2]1[C:16](=[O:17])[N:15]=[C:14]2[N:4]([C@@H:5]3[O:9][C@H:8]([CH2:10][OH:11])[C@@H:7]([OH:12])[C@@H:6]3[O:13]2)[CH:3]=1.[CH3:18][O:19][CH2:20][CH2:21][O:22]B([O:22][CH2:21][CH2:20][O:19][CH3:18])[O:22][CH2:21][CH2:20][O:19][CH3:18]. (3) The reactants are [CH3:1][C:2]1[CH:7]=[CH:6][C:5]([NH:8][C:9](=[O:20])[C:10]2[CH:15]=[CH:14][CH:13]=[C:12]([C:16]([F:19])([F:18])[F:17])[CH:11]=2)=[CH:4][C:3]=1[C:21]1[CH:22]=[N:23][C:24]([O:33][CH2:34][CH2:35][O:36]C2CCCCO2)=[C:25]([N:27]2[CH2:32][CH2:31][O:30][CH2:29][CH2:28]2)[CH:26]=1.Cl.C(#N)C.O.[NH4+].[OH-]. The catalyst is CO. The product is [OH:36][CH2:35][CH2:34][O:33][C:24]1[N:23]=[CH:22][C:21]([C:3]2[CH:4]=[C:5]([NH:8][C:9](=[O:20])[C:10]3[CH:15]=[CH:14][CH:13]=[C:12]([C:16]([F:18])([F:19])[F:17])[CH:11]=3)[CH:6]=[CH:7][C:2]=2[CH3:1])=[CH:26][C:25]=1[N:27]1[CH2:32][CH2:31][O:30][CH2:29][CH2:28]1. The yield is 0.660. (4) The reactants are Br[CH2:2]/[CH:3]=[CH:4]/[C:5]([NH:7][C:8]1[CH:9]=[C:10]2[C:15](=[CH:16][C:17]=1[O:18][CH3:19])[N:14]=[CH:13][N:12]=[C:11]2[NH:20][C:21]1[CH:26]=[CH:25][C:24]([F:27])=[C:23]([Cl:28])[CH:22]=1)=[O:6].[S:29]1[CH2:34][CH2:33][NH:32][CH:31]2[CH2:35][CH2:36][CH2:37][CH2:38][CH:30]12.CCN(C(C)C)C(C)C.O. The catalyst is CC(N(C)C)=O. The product is [Cl:28][C:23]1[CH:22]=[C:21]([NH:20][C:11]2[C:10]3[C:15](=[CH:16][C:17]([O:18][CH3:19])=[C:8]([NH:7][C:5](=[O:6])/[CH:4]=[CH:3]/[CH2:2][N:32]4[CH2:33][CH2:34][S:29][CH:30]5[CH2:38][CH2:37][CH2:36][CH2:35][CH:31]45)[CH:9]=3)[N:14]=[CH:13][N:12]=2)[CH:26]=[CH:25][C:24]=1[F:27]. The yield is 0.446. (5) The reactants are C(C1ON=C(N)C=1)(C)C.[CH:10]1([C:15]2([CH2:20][C:21](=[N:23][OH:24])[NH2:22])OCCO2)[CH2:14][CH2:13][CH2:12][CH2:11]1.Cl. The catalyst is C(O)C. The product is [CH:10]1([C:15]2[O:24][N:23]=[C:21]([NH2:22])[CH:20]=2)[CH2:11][CH2:12][CH2:13][CH2:14]1. The yield is 0.620. (6) The reactants are Cl.[CH:2]([NH2:4])=[NH:3].C[O-].[Na+].CO.[C:10]([C:12]1[CH:17]=[CH:16][CH:15]=[CH:14][C:13]=1[C:18]1[CH:23]=[CH:22][C:21]([CH2:24][CH:25]([C:30](=O)[CH2:31][CH2:32][CH3:33])[C:26](OC)=[O:27])=[CH:20][CH:19]=1)#[N:11]. The catalyst is CO.O1CCOCC1. The product is [O:27]=[C:26]1[NH:4][CH:2]=[N:3][C:30]([CH2:31][CH2:32][CH3:33])=[C:25]1[CH2:24][C:21]1[CH:20]=[CH:19][C:18]([C:13]2[C:12]([C:10]#[N:11])=[CH:17][CH:16]=[CH:15][CH:14]=2)=[CH:23][CH:22]=1. The yield is 0.610.